From a dataset of Tox21: 12 toxicity assays (nuclear receptors and stress response pathways). Binary classification across 12 toxicity assays. (1) The molecule is O=C(O)CCc1nc(-c2ccccc2)c(-c2ccccc2)o1. It tested positive (active) for: NR-PPAR-gamma (PPAR-gamma nuclear receptor agonist). (2) The molecule is C[C@H]1O[C@H](O[C@@H]2[C@@H](CO)O[C@H](O[C@@H]3[C@@H](CO)O[C@@H](O)[C@H](O)[C@H]3O)[C@H](O)[C@H]2O)[C@H](O)[C@@H](O)[C@@H]1N[C@H]1C=C(CO)[C@@H](O)[C@H](O)[C@H]1O. It tested positive (active) for: NR-ER (Estrogen Receptor agonist activity), and NR-ER-LBD (Estrogen Receptor Ligand Binding Domain agonist). (3) The compound is O=C1C(Cl)=C(Cl)C(=O)c2ccccc21. It tested positive (active) for: NR-AhR (Aryl hydrocarbon Receptor agonist activity), NR-Aromatase (Aromatase enzyme inhibition), SR-HSE (Heat Shock Element response), and SR-MMP (Mitochondrial Membrane Potential disruption). (4) The drug is COc1c(N2CCNC(C)C2)c(F)cc2c(=O)c(C(=O)O)cn(C3CC3)c12. It tested positive (active) for: NR-ER (Estrogen Receptor agonist activity). (5) The drug is CC[C@H](C)COC(=O)/C=C/c1ccc(/N=C/c2ccc(OC)cc2)cc1. It tested positive (active) for: NR-ER (Estrogen Receptor agonist activity), and SR-ATAD5 (ATAD5 genotoxicity (DNA damage)). (6) The molecule is CCOC(=O)[C@]1(c2ccccc2)Oc2ccccc2[C@@H]1N. It tested positive (active) for: NR-Aromatase (Aromatase enzyme inhibition).